From a dataset of HIV replication inhibition screening data with 41,000+ compounds from the AIDS Antiviral Screen. Binary Classification. Given a drug SMILES string, predict its activity (active/inactive) in a high-throughput screening assay against a specified biological target. (1) The drug is CCOC(=O)C(O)=Cc1cc(=O)n(C)c2ccccc12. The result is 0 (inactive). (2) The drug is O=C1NC(=S)NC1=Cc1ccccc1. The result is 0 (inactive). (3) The result is 0 (inactive). The compound is CN(C)c1ccc(C=C2N=C(c3ccccc3)OC2=O)cc1. (4) The molecule is CCOC(=O)C1=NN(c2ccccc2)C(=O)C1=CNC(C)=S. The result is 0 (inactive). (5) The compound is Cc1cc2ccc(=O)oc2c2c1OC(C)(C)C(OC(=O)C13CCC(C)(C(=O)O1)C3(C)C)C2OC(=O)C12CCC(C)(C(=O)O1)C2(C)C. The result is 1 (active).